Dataset: Peptide-MHC class I binding affinity with 185,985 pairs from IEDB/IMGT. Task: Regression. Given a peptide amino acid sequence and an MHC pseudo amino acid sequence, predict their binding affinity value. This is MHC class I binding data. (1) The peptide sequence is GPASLPTAL. The MHC is HLA-A11:01 with pseudo-sequence HLA-A11:01. The binding affinity (normalized) is 0.0847. (2) The peptide sequence is VTAEHLARL. The MHC is HLA-A02:01 with pseudo-sequence HLA-A02:01. The binding affinity (normalized) is 0.300.